This data is from Full USPTO retrosynthesis dataset with 1.9M reactions from patents (1976-2016). The task is: Predict the reactants needed to synthesize the given product. Given the product [Si:17]([O:6][C:5]1[CH:4]=[C:3]([CH:11]=[CH:10][C:7]=1[O:8][CH3:9])[C:2]#[N:13])([C:20]([CH3:23])([CH3:22])[CH3:21])([CH3:19])[CH3:18], predict the reactants needed to synthesize it. The reactants are: O=[CH:2][C:3]1[CH:11]=[CH:10][C:7]([O:8][CH3:9])=[C:5]([OH:6])[CH:4]=1.Cl.[NH2:13]O.[H-].[Na+].[Si:17](Cl)([C:20]([CH3:23])([CH3:22])[CH3:21])([CH3:19])[CH3:18].